Predict the reactants needed to synthesize the given product. From a dataset of Full USPTO retrosynthesis dataset with 1.9M reactions from patents (1976-2016). (1) Given the product [OH:2][CH2:1][C:3]1[CH:23]=[CH:22][C:6]([O:7][CH2:8][C:9]2[N:10]=[C:11](/[CH:15]=[CH:16]/[C:17]([O:19][CH2:20][CH3:21])=[O:18])[O:12][C:13]=2[CH3:14])=[C:5]([O:24][CH3:25])[CH:4]=1, predict the reactants needed to synthesize it. The reactants are: [CH:1]([C:3]1[CH:23]=[CH:22][C:6]([O:7][CH2:8][C:9]2[N:10]=[C:11](/[CH:15]=[CH:16]/[C:17]([O:19][CH2:20][CH3:21])=[O:18])[O:12][C:13]=2[CH3:14])=[C:5]([O:24][CH3:25])[CH:4]=1)=[O:2].C(O)C.[BH4-].[Na+].O. (2) The reactants are: [NH:1]1[C:9]2[C:4](=[CH:5][C:6]([C:10]3[C:11]([C:21]4[S:22][CH:23]=[CH:24][C:25]=4[CH3:26])=[C:12]([CH:15]=[C:16]([CH2:18][CH2:19][CH3:20])[CH:17]=3)[C:13]#[N:14])=[CH:7][CH:8]=2)[CH:3]=[N:2]1.[NH2:27][OH:28]. Given the product [OH:28][N:27]=[C:13]([NH2:14])[C:12]1[CH:15]=[C:16]([CH2:18][CH2:19][CH3:20])[CH:17]=[C:10]([C:6]2[CH:5]=[C:4]3[C:9](=[CH:8][CH:7]=2)[NH:1][N:2]=[CH:3]3)[C:11]=1[C:21]1[S:22][CH:23]=[CH:24][C:25]=1[CH3:26], predict the reactants needed to synthesize it. (3) Given the product [Br:1][C:2]1[CH:3]=[CH:4][C:5]([S:8]([N:11]([CH3:20])[CH2:12][CH:13]2[CH2:17][CH2:16][CH2:15][O:14]2)(=[O:10])=[O:9])=[CH:6][CH:7]=1, predict the reactants needed to synthesize it. The reactants are: [Br:1][C:2]1[CH:7]=[CH:6][C:5]([S:8]([NH:11][CH2:12][CH:13]2[CH2:17][CH2:16][CH2:15][O:14]2)(=[O:10])=[O:9])=[CH:4][CH:3]=1.[H-].[Na+].[CH3:20]I. (4) Given the product [F:1][C:2]1[CH:3]=[C:4](/[CH:5]=[CH:17]/[C:16]([O:15][CH3:14])=[O:37])[CH:7]=[C:8]([C:10]([F:13])([F:12])[F:11])[CH:9]=1, predict the reactants needed to synthesize it. The reactants are: [F:1][C:2]1[CH:3]=[C:4]([CH:7]=[C:8]([C:10]([F:13])([F:12])[F:11])[CH:9]=1)[CH:5]=O.[CH3:14][O:15][C:16](=[O:37])[CH:17]=P(C1C=CC=CC=1)(C1C=CC=CC=1)C1C=CC=CC=1. (5) Given the product [F:1][C:2]1[CH:7]=[C:6]([N:8]2[CH:13]=[CH:12][CH:11]=[CH:10][C:9]2=[O:14])[CH:5]=[CH:4][C:3]=1[CH2:15][C:20]([C:22]1[N:26]([C:27]2[CH:28]=[CH:29][C:30]([O:33][CH3:34])=[CH:31][CH:32]=2)[N:25]=[C:24]([C:35]([F:38])([F:37])[F:36])[CH:23]=1)=[O:21], predict the reactants needed to synthesize it. The reactants are: [F:1][C:2]1[CH:7]=[C:6]([N:8]2[CH:13]=[CH:12][CH:11]=[CH:10][C:9]2=[O:14])[CH:5]=[CH:4][C:3]=1[CH:15]([C:20]([C:22]1[N:26]([C:27]2[CH:32]=[CH:31][C:30]([O:33][CH3:34])=[CH:29][CH:28]=2)[N:25]=[C:24]([C:35]([F:38])([F:37])[F:36])[CH:23]=1)=[O:21])C(OC)=O.S(O)(O)(=O)=O.